From a dataset of NCI-60 drug combinations with 297,098 pairs across 59 cell lines. Regression. Given two drug SMILES strings and cell line genomic features, predict the synergy score measuring deviation from expected non-interaction effect. (1) Drug 1: CC(C1=C(C=CC(=C1Cl)F)Cl)OC2=C(N=CC(=C2)C3=CN(N=C3)C4CCNCC4)N. Drug 2: COC1=CC(=CC(=C1O)OC)C2C3C(COC3=O)C(C4=CC5=C(C=C24)OCO5)OC6C(C(C7C(O6)COC(O7)C8=CC=CS8)O)O. Cell line: HCT-15. Synergy scores: CSS=50.7, Synergy_ZIP=-1.33, Synergy_Bliss=0.355, Synergy_Loewe=-11.5, Synergy_HSA=0.947. (2) Drug 1: CC1=C2C(C(=O)C3(C(CC4C(C3C(C(C2(C)C)(CC1OC(=O)C(C(C5=CC=CC=C5)NC(=O)C6=CC=CC=C6)O)O)OC(=O)C7=CC=CC=C7)(CO4)OC(=O)C)O)C)OC(=O)C. Drug 2: C1=CC=C(C(=C1)C(C2=CC=C(C=C2)Cl)C(Cl)Cl)Cl. Cell line: SF-295. Synergy scores: CSS=-1.39, Synergy_ZIP=1.48, Synergy_Bliss=1.45, Synergy_Loewe=2.79, Synergy_HSA=-0.913. (3) Drug 1: CC1=C(C=C(C=C1)NC2=NC=CC(=N2)N(C)C3=CC4=NN(C(=C4C=C3)C)C)S(=O)(=O)N.Cl. Drug 2: C1CC(C1)(C(=O)O)C(=O)O.[NH2-].[NH2-].[Pt+2]. Cell line: A549. Synergy scores: CSS=25.9, Synergy_ZIP=-3.38, Synergy_Bliss=1.18, Synergy_Loewe=-9.47, Synergy_HSA=1.65. (4) Drug 1: C1C(C(OC1N2C=NC3=C(N=C(N=C32)Cl)N)CO)O. Drug 2: C(CN)CNCCSP(=O)(O)O. Cell line: LOX IMVI. Synergy scores: CSS=5.06, Synergy_ZIP=-6.80, Synergy_Bliss=0.406, Synergy_Loewe=-50.1, Synergy_HSA=-7.69. (5) Drug 1: C1CC(C1)(C(=O)O)C(=O)O.[NH2-].[NH2-].[Pt+2]. Drug 2: CC1=C(C(=O)C2=C(C1=O)N3CC4C(C3(C2COC(=O)N)OC)N4)N. Cell line: NCI-H460. Synergy scores: CSS=45.7, Synergy_ZIP=-0.0614, Synergy_Bliss=-0.220, Synergy_Loewe=-21.3, Synergy_HSA=-1.94.